Dataset: Forward reaction prediction with 1.9M reactions from USPTO patents (1976-2016). Task: Predict the product of the given reaction. Given the reactants Cl.Cl.Cl.[O:4]1[C:8]2=[C:9]([N:13]3[CH2:18][CH2:17][N:16]([CH2:19][CH2:20][C@H:21]4[CH2:26][CH2:25][C@H:24]([NH2:27])[CH2:23][CH2:22]4)[CH2:15][CH2:14]3)[N:10]=[CH:11][CH:12]=[C:7]2[CH2:6][CH2:5]1.[C:28](O)(=[O:32])[CH:29]([CH3:31])[CH3:30], predict the reaction product. The product is: [O:4]1[C:8]2=[C:9]([N:13]3[CH2:18][CH2:17][N:16]([CH2:19][CH2:20][C@H:21]4[CH2:26][CH2:25][C@H:24]([NH:27][C:28](=[O:32])[CH:29]([CH3:31])[CH3:30])[CH2:23][CH2:22]4)[CH2:15][CH2:14]3)[N:10]=[CH:11][CH:12]=[C:7]2[CH2:6][CH2:5]1.